From a dataset of Reaction yield outcomes from USPTO patents with 853,638 reactions. Predict the reaction yield, written as a fraction of the theoretical maximum amount of product (1.0 means a 100% yield; for example, 0.34 means a 34% yield). The yield is 0.580. The reactants are [CH3:1][O:2][C:3]1[CH:23]=[C:22]([C:24]([F:27])([F:26])[F:25])[CH:21]=[C:20]([C:28]([F:31])([F:30])[F:29])[C:4]=1[C:5]([NH:7][C:8]1([C:14]2[CH:19]=[CH:18][CH:17]=[CH:16][CH:15]=2)[CH2:13][CH2:12][CH2:11][NH:10][CH2:9]1)=[O:6].[CH2:32](N(C(C)C)C(C)C)[CH3:33].ICC. The catalyst is ClCCl. The product is [CH2:32]([N:10]1[CH2:11][CH2:12][CH2:13][C:8]([NH:7][C:5](=[O:6])[C:4]2[C:20]([C:28]([F:31])([F:29])[F:30])=[CH:21][C:22]([C:24]([F:25])([F:26])[F:27])=[CH:23][C:3]=2[O:2][CH3:1])([C:14]2[CH:15]=[CH:16][CH:17]=[CH:18][CH:19]=2)[CH2:9]1)[CH3:33].